Dataset: Retrosynthesis with 50K atom-mapped reactions and 10 reaction types from USPTO. Task: Predict the reactants needed to synthesize the given product. (1) Given the product COc1cc(-c2cnc3[nH]cc(C(=O)C4(C)CCCC4)c3n2)cc(OC)c1OC, predict the reactants needed to synthesize it. The reactants are: CC1(C(=O)c2c[nH]c3ncc(Br)nc23)CCCC1.COc1cc(B(O)O)cc(OC)c1OC. (2) Given the product CCCCn1c(=O)c2[nH]c(N)nc2n(CCCC)c1=O, predict the reactants needed to synthesize it. The reactants are: CCCCn1c(=O)c2[nH]c([N+](=O)[O-])nc2n(CCCC)c1=O. (3) Given the product CC(=O)C1CCOCC1, predict the reactants needed to synthesize it. The reactants are: COC(=O)C1(C(C)=O)CCOCC1. (4) Given the product CC(C)[C@H]1CC[C@@H](Oc2ccc3cc(CN4CCN(c5ccccn5)CC4)ccc3c2)CC1, predict the reactants needed to synthesize it. The reactants are: CC(C)[C@H]1CC[C@@H](Oc2ccc3cc(C=O)ccc3c2)CC1.c1ccc(N2CCNCC2)nc1. (5) Given the product CC1CC(=O)NN=C1c1ccc(NCc2ccccc2)c(N)c1, predict the reactants needed to synthesize it. The reactants are: CC1CC(=O)NN=C1c1ccc(NCc2ccccc2)c([N+](=O)[O-])c1. (6) Given the product O=C(O)CSc1cnc(NC(=O)N(CC2CCCC2)c2cccc(Cl)c2F)s1, predict the reactants needed to synthesize it. The reactants are: CCOC(=O)CSc1cnc(NC(=O)N(CC2CCCC2)c2cccc(Cl)c2F)s1. (7) The reactants are: c1ccc(Cc2cccnc2)cc1. Given the product c1ccc(CC2CCCNC2)cc1, predict the reactants needed to synthesize it.